Dataset: Catalyst prediction with 721,799 reactions and 888 catalyst types from USPTO. Task: Predict which catalyst facilitates the given reaction. (1) The catalyst class is: 2. Product: [C:1]([C:5]1[NH:6][C:7]2[C:12]([C:13]=1[CH2:14][CH:15]=[O:16])=[CH:11][CH:10]=[C:9]([N+:20]([O-:22])=[O:21])[CH:8]=2)([CH3:4])([CH3:2])[CH3:3]. Reactant: [C:1]([C:5]1[NH:6][C:7]2[C:12]([C:13]=1[CH2:14][CH:15](OC)[O:16]C)=[CH:11][CH:10]=[C:9]([N+:20]([O-:22])=[O:21])[CH:8]=2)([CH3:4])([CH3:3])[CH3:2].FC(F)(F)C(O)=O.C(=O)(O)[O-].[Na+]. (2) Reactant: [F:1][C:2]1[CH:7]=[CH:6][C:5]([C@H:8]2[CH2:13][C@:12]([NH:17][C:18]([O:20][CH2:21][C:22]3[CH:27]=[CH:26][CH:25]=[CH:24][CH:23]=3)=[O:19])([CH2:14][CH:15]=[CH2:16])[CH2:11][CH2:10][N:9]2C(OC(C)(C)C)=O)=[C:4]([CH3:35])[CH:3]=1.C(O)(C(F)(F)F)=O.C([O-])(O)=O.[Na+]. The catalyst class is: 4. Product: [C:22]1([CH2:21][O:20][C:18](=[O:19])[NH:17][C@@:12]2([CH2:14][CH:15]=[CH2:16])[CH2:11][CH2:10][NH:9][C@@H:8]([C:5]3[CH:6]=[CH:7][C:2]([F:1])=[CH:3][C:4]=3[CH3:35])[CH2:13]2)[CH:23]=[CH:24][CH:25]=[CH:26][CH:27]=1. (3) Reactant: [CH3:1][C@@:2]12[C:10]3[NH:11][C:12]4[CH:13]=[CH:14][CH:15]=[C:16]([C:18]([O:20]C)=O)[C:17]=4[C:9]=3[C:8](=O)[CH2:7][N:6]1[CH2:5][CH2:4][CH2:3]2.C(O)(=O)C.O.[NH2:28][NH2:29].O. Product: [CH3:1][C@:2]12[CH2:3][CH2:4][CH2:5][N:6]1[CH2:7][C:8]1[C:9]3[C:17]4[C:16]([C:18](=[O:20])[NH:28][N:29]=1)=[CH:15][CH:14]=[CH:13][C:12]=4[NH:11][C:10]=32. The catalyst class is: 5. (4) Reactant: [F:1][C:2]1[CH:3]=[C:4]([C@@:9]23[O:17][CH2:16][O:15][C@@H:10]2[CH2:11][NH:12][CH2:13][CH2:14]3)[CH:5]=[C:6]([F:8])[CH:7]=1.[CH3:18][O:19][C:20]1[CH:21]=[C:22]([CH:26]=[CH:27][C:28]=1[O:29][CH2:30][CH2:31][O:32][C:33]([F:36])([F:35])[F:34])[C:23](O)=[O:24].CN(C(ON1N=NC2C=CC=NC1=2)=[N+](C)C)C.F[P-](F)(F)(F)(F)F.C(N(CC)CC)C.[Na+].[Cl-]. Product: [F:1][C:2]1[CH:3]=[C:4]([C@@:9]23[O:17][CH2:16][O:15][C@@H:10]2[CH2:11][N:12]([C:23]([C:22]2[CH:26]=[CH:27][C:28]([O:29][CH2:30][CH2:31][O:32][C:33]([F:36])([F:35])[F:34])=[C:20]([O:19][CH3:18])[CH:21]=2)=[O:24])[CH2:13][CH2:14]3)[CH:5]=[C:6]([F:8])[CH:7]=1. The catalyst class is: 136.